Dataset: Catalyst prediction with 721,799 reactions and 888 catalyst types from USPTO. Task: Predict which catalyst facilitates the given reaction. (1) Reactant: [N:1]1([C:6]2[CH:11]=[CH:10][C:9]([CH2:12][N:13]3[C:22]4[CH:21]=[CH:20][CH:19]=[CH:18][C:17]=4[C:16]4=[N:23][NH:24][C:25](=[O:26])[C:15]4=[N:14]3)=[CH:8][CH:7]=2)[CH:5]=[CH:4][CH:3]=[N:2]1.P([O-])([O-])([O-])=O.[K+].[K+].[K+].CN[C@@H]1CCCC[C@H]1NC.[F:45][C:46]1[C:51]([CH3:52])=[C:50](I)[CH:49]=[CH:48][N:47]=1.C(=O)(O)[O-].[Na+]. Product: [F:45][C:46]1[C:51]([CH3:52])=[C:50]([N:24]2[C:25](=[O:26])[C:15]3=[N:14][N:13]([CH2:12][C:9]4[CH:10]=[CH:11][C:6]([N:1]5[CH:5]=[CH:4][CH:3]=[N:2]5)=[CH:7][CH:8]=4)[C:22]4[CH:21]=[CH:20][CH:19]=[CH:18][C:17]=4[C:16]3=[N:23]2)[CH:49]=[CH:48][N:47]=1. The catalyst class is: 590. (2) Reactant: [Br:1][C:2]1[CH:8]=[C:7]([CH3:9])[CH:6]=[C:5]([F:10])[C:3]=1[NH2:4].[C:11](=O)(OC(Cl)(Cl)Cl)[O:12]C(Cl)(Cl)Cl.[NH2:23][CH:24]1[CH2:29][CH2:28][N:27]([C:30]([O:32][C:33]([CH3:36])([CH3:35])[CH3:34])=[O:31])[CH2:26][CH2:25]1. Product: [Br:1][C:2]1[CH:8]=[C:7]([CH3:9])[CH:6]=[C:5]([F:10])[C:3]=1[NH:4][C:11]([NH:23][CH:24]1[CH2:25][CH2:26][N:27]([C:30]([O:32][C:33]([CH3:36])([CH3:35])[CH3:34])=[O:31])[CH2:28][CH2:29]1)=[O:12]. The catalyst class is: 12. (3) Reactant: [Br:1][C:2]1[CH:19]=[CH:18][C:5]([C:6](/[C:8](=[CH:14]/[N:15](C)C)/[C:9]([O:11][CH2:12][CH3:13])=[O:10])=O)=[C:4]([N+:20]([O-:22])=[O:21])[CH:3]=1.Cl.[O:24]1[CH2:30][CH:29]([NH:31]N)[CH2:28][O:27][CH2:26][CH2:25]1. Product: [Br:1][C:2]1[CH:19]=[CH:18][C:5]([C:6]2[N:31]([CH:29]3[CH2:28][O:27][CH2:26][CH2:25][O:24][CH2:30]3)[N:15]=[CH:14][C:8]=2[C:9]([O:11][CH2:12][CH3:13])=[O:10])=[C:4]([N+:20]([O-:22])=[O:21])[CH:3]=1. The catalyst class is: 47. (4) Reactant: C(OC([NH:8][CH:9]([C:26]([CH3:30])([CH3:29])[CH:27]=[CH2:28])[C:10]([N:12]([CH3:25])[C@@H:13]([CH:22]([CH3:24])[CH3:23])/[CH:14]=[C:15](\[CH3:21])/[C:16]([O:18][CH2:19][CH3:20])=[O:17])=[O:11])=O)(C)(C)C.Cl.O1CCOCC1. Product: [NH2:8][CH:9]([C:26]([CH3:29])([CH3:30])[CH:27]=[CH2:28])[C:10]([N:12]([CH3:25])[C@@H:13]([CH:22]([CH3:24])[CH3:23])/[CH:14]=[C:15](\[CH3:21])/[C:16]([O:18][CH2:19][CH3:20])=[O:17])=[O:11]. The catalyst class is: 4. (5) Reactant: [CH:1]([C@H:4]1[CH2:8][O:7][C:6](=[O:9])[N:5]1[C:10]1[CH:15]=[CH:14][N:13]2[N:16]=[CH:17][C:18]([C:19]3[CH:31]=[CH:30][C:22]([C:23]([NH:25][NH:26][C:27](=[S:29])[NH2:28])=O)=[CH:21][CH:20]=3)=[C:12]2[N:11]=1)([CH3:3])[CH3:2].C1C=CC(P(C2C=CC=CC=2)C2C=CC=CC=2)=CC=1.C(N(CC)CC)C.C(Cl)(Cl)(Cl)Cl. Product: [NH2:28][C:27]1[S:29][C:23]([C:22]2[CH:30]=[CH:31][C:19]([C:18]3[CH:17]=[N:16][N:13]4[CH:14]=[CH:15][C:10]([N:5]5[C@@H:4]([CH:1]([CH3:3])[CH3:2])[CH2:8][O:7][C:6]5=[O:9])=[N:11][C:12]=34)=[CH:20][CH:21]=2)=[N:25][N:26]=1. The catalyst class is: 317. (6) Reactant: [CH3:1][O:2][C:3]1[C:7]([CH3:8])=[C:6]([O:9][CH3:10])[S:5][C:4]=1[C:11]1[CH:12]=[CH:13][C:14]([N:17]2[CH2:23][CH2:22][CH2:21][N:20]([C:24]3[CH:29]=[CH:28][C:27]([C:30]4[S:31][C:32]([O:38][CH3:39])=[C:33]([CH3:37])[C:34]=4[O:35][CH3:36])=[CH:26][N:25]=3)[CH2:19][CH2:18]2)=[N:15][CH:16]=1.[CH3:40][S:41]([OH:44])(=[O:43])=[O:42]. Product: [CH3:40][S:41]([OH:44])(=[O:43])=[O:42].[CH3:40][S:41]([OH:44])(=[O:43])=[O:42].[CH3:36][O:35][C:34]1[C:33]([CH3:37])=[C:32]([O:38][CH3:39])[S:31][C:30]=1[C:27]1[CH:28]=[CH:29][C:24]([N:20]2[CH2:21][CH2:22][CH2:23][N:17]([C:14]3[CH:13]=[CH:12][C:11]([C:4]4[S:5][C:6]([O:9][CH3:10])=[C:7]([CH3:8])[C:3]=4[O:2][CH3:1])=[CH:16][N:15]=3)[CH2:18][CH2:19]2)=[N:25][CH:26]=1. The catalyst class is: 5. (7) Reactant: [Br:1][C:2]1[CH:7]=[CH:6][C:5]([NH2:8])=[C:4]([N+:9]([O-:11])=[O:10])[CH:3]=1.[C:12](O[C:12]([O:14][C:15]([CH3:18])([CH3:17])[CH3:16])=[O:13])([O:14][C:15]([CH3:18])([CH3:17])[CH3:16])=[O:13].N. Product: [C:15]([O:14][C:12](=[O:13])[NH:8][C:5]1[CH:6]=[CH:7][C:2]([Br:1])=[CH:3][C:4]=1[N+:9]([O-:11])=[O:10])([CH3:18])([CH3:17])[CH3:16]. The catalyst class is: 1. (8) Reactant: [NH2:1][C:2]1[CH:7]=[C:6]([F:8])[C:5]([F:9])=[CH:4][C:3]=1[NH:10][C:11]([NH:13][C:14]1[C:18]([Cl:19])=[CH:17][S:16][CH:15]=1)=S.[OH-].[Na+].C1(C)C=CC(S(Cl)(=O)=O)=CC=1. Product: [Cl:19][C:18]1[C:14]([NH:13][C:11]2[NH:10][C:3]3[CH:4]=[C:5]([F:9])[C:6]([F:8])=[CH:7][C:2]=3[N:1]=2)=[CH:15][S:16][CH:17]=1. The catalyst class is: 20. (9) Reactant: S(Cl)(Cl)=O.C(OCCC(O)=O)C.C(OCCC(Cl)=O)C.[CH2:21]([O:23][CH2:24][CH2:25][C:26]([N:28]=[C:29]=[S:30])=[O:27])[CH3:22].[Cl:31][C:32]1[CH:33]=[C:34]([CH:36]=[CH:37][C:38]=1[O:39][C:40]1[C:49]2[C:44](=[CH:45][C:46]([O:52][CH3:53])=[C:47]([O:50][CH3:51])[CH:48]=2)[N:43]=[CH:42][CH:41]=1)[NH2:35]. Product: [Cl:31][C:32]1[CH:33]=[C:34]([NH:35][C:29]([NH:28][C:26](=[O:27])[CH2:25][CH2:24][O:23][CH2:21][CH3:22])=[S:30])[CH:36]=[CH:37][C:38]=1[O:39][C:40]1[C:49]2[C:44](=[CH:45][C:46]([O:52][CH3:53])=[C:47]([O:50][CH3:51])[CH:48]=2)[N:43]=[CH:42][CH:41]=1. The catalyst class is: 548. (10) Reactant: [Br:1][C:2]1[CH:3]=[C:4]([CH2:13]O)[CH:5]=[CH:6][C:7]=1[O:8][C:9]([F:12])([F:11])[F:10].CN(C=O)C.S(Br)([Br:22])=O. Product: [Br:1][C:2]1[CH:3]=[C:4]([CH2:13][Br:22])[CH:5]=[CH:6][C:7]=1[O:8][C:9]([F:12])([F:11])[F:10]. The catalyst class is: 2.